Regression. Given two drug SMILES strings and cell line genomic features, predict the synergy score measuring deviation from expected non-interaction effect. From a dataset of NCI-60 drug combinations with 297,098 pairs across 59 cell lines. (1) Drug 1: C1C(C(OC1N2C=C(C(=O)NC2=O)F)CO)O. Drug 2: C#CCC(CC1=CN=C2C(=N1)C(=NC(=N2)N)N)C3=CC=C(C=C3)C(=O)NC(CCC(=O)O)C(=O)O. Cell line: HCT116. Synergy scores: CSS=74.2, Synergy_ZIP=15.2, Synergy_Bliss=-5.40, Synergy_Loewe=41.9, Synergy_HSA=-2.59. (2) Drug 1: C1C(C(OC1N2C=C(C(=O)NC2=O)F)CO)O. Drug 2: B(C(CC(C)C)NC(=O)C(CC1=CC=CC=C1)NC(=O)C2=NC=CN=C2)(O)O. Cell line: SK-OV-3. Synergy scores: CSS=30.7, Synergy_ZIP=-3.45, Synergy_Bliss=-2.94, Synergy_Loewe=-10.7, Synergy_HSA=-2.09. (3) Drug 1: CC1C(C(CC(O1)OC2CC(CC3=C2C(=C4C(=C3O)C(=O)C5=C(C4=O)C(=CC=C5)OC)O)(C(=O)C)O)N)O.Cl. Drug 2: CC1=C(C(=CC=C1)Cl)NC(=O)C2=CN=C(S2)NC3=CC(=NC(=N3)C)N4CCN(CC4)CCO. Cell line: NCI/ADR-RES. Synergy scores: CSS=4.93, Synergy_ZIP=0.791, Synergy_Bliss=4.63, Synergy_Loewe=2.75, Synergy_HSA=2.93. (4) Synergy scores: CSS=49.8, Synergy_ZIP=-3.10, Synergy_Bliss=-4.73, Synergy_Loewe=-9.03, Synergy_HSA=-0.846. Drug 2: C1=NC2=C(N=C(N=C2N1C3C(C(C(O3)CO)O)F)Cl)N. Drug 1: CCC1=CC2CC(C3=C(CN(C2)C1)C4=CC=CC=C4N3)(C5=C(C=C6C(=C5)C78CCN9C7C(C=CC9)(C(C(C8N6C)(C(=O)OC)O)OC(=O)C)CC)OC)C(=O)OC.C(C(C(=O)O)O)(C(=O)O)O. Cell line: SK-OV-3. (5) Drug 1: CC1=C(C(=O)C2=C(C1=O)N3CC4C(C3(C2COC(=O)N)OC)N4)N. Drug 2: CCC1(C2=C(COC1=O)C(=O)N3CC4=CC5=C(C=CC(=C5CN(C)C)O)N=C4C3=C2)O.Cl. Cell line: SF-295. Synergy scores: CSS=-13.5, Synergy_ZIP=-9.68, Synergy_Bliss=-30.6, Synergy_Loewe=-77.4, Synergy_HSA=-43.9. (6) Drug 1: CC1=C(N=C(N=C1N)C(CC(=O)N)NCC(C(=O)N)N)C(=O)NC(C(C2=CN=CN2)OC3C(C(C(C(O3)CO)O)O)OC4C(C(C(C(O4)CO)O)OC(=O)N)O)C(=O)NC(C)C(C(C)C(=O)NC(C(C)O)C(=O)NCCC5=NC(=CS5)C6=NC(=CS6)C(=O)NCCC[S+](C)C)O. Drug 2: CCCCC(=O)OCC(=O)C1(CC(C2=C(C1)C(=C3C(=C2O)C(=O)C4=C(C3=O)C=CC=C4OC)O)OC5CC(C(C(O5)C)O)NC(=O)C(F)(F)F)O. Cell line: COLO 205. Synergy scores: CSS=42.1, Synergy_ZIP=-5.86, Synergy_Bliss=-6.81, Synergy_Loewe=-7.00, Synergy_HSA=-3.61. (7) Drug 1: C1=NC2=C(N1)C(=S)N=C(N2)N. Drug 2: CCC1=C2CN3C(=CC4=C(C3=O)COC(=O)C4(CC)O)C2=NC5=C1C=C(C=C5)O. Cell line: NCI/ADR-RES. Synergy scores: CSS=31.4, Synergy_ZIP=-14.7, Synergy_Bliss=-7.78, Synergy_Loewe=-6.06, Synergy_HSA=-3.90. (8) Drug 1: CC1=C(C=C(C=C1)NC2=NC=CC(=N2)N(C)C3=CC4=NN(C(=C4C=C3)C)C)S(=O)(=O)N.Cl. Drug 2: CN(CCCl)CCCl.Cl. Cell line: HCT-15. Synergy scores: CSS=7.86, Synergy_ZIP=-3.85, Synergy_Bliss=-0.850, Synergy_Loewe=-22.5, Synergy_HSA=-5.64.